From a dataset of Reaction yield outcomes from USPTO patents with 853,638 reactions. Predict the reaction yield, written as a fraction of the theoretical maximum amount of product (1.0 means a 100% yield; for example, 0.34 means a 34% yield). The reactants are [NH2:1][C@@H:2]1[C:11]2[C:6](=[CH:7][CH:8]=[CH:9][CH:10]=2)[C@H:5]([OH:12])[CH2:4][CH2:3]1.[H-].[Na+].[Cl:15][C:16]1[CH:21]=[CH:20][CH:19]=[C:18]([Cl:22])[C:17]=1[C:23]1[N:27]2[CH:28]=[C:29](F)[CH:30]=[CH:31][C:26]2=[N:25][N:24]=1. The catalyst is CN(C=O)C. The product is [Cl:22][C:18]1[CH:19]=[CH:20][CH:21]=[C:16]([Cl:15])[C:17]=1[C:23]1[N:27]2[CH:28]=[C:29]([O:12][C@H:5]3[C:6]4[C:11](=[CH:10][CH:9]=[CH:8][CH:7]=4)[C@@H:2]([NH2:1])[CH2:3][CH2:4]3)[CH:30]=[CH:31][C:26]2=[N:25][N:24]=1. The yield is 0.330.